Dataset: Forward reaction prediction with 1.9M reactions from USPTO patents (1976-2016). Task: Predict the product of the given reaction. (1) Given the reactants [C:1]([C:5]1O[CH:7]=[CH:8][C:9](=[O:11])[CH:10]=1)([CH3:4])([CH3:3])[CH3:2].[OH-].[NH4+:13], predict the reaction product. The product is: [C:1]([C:5]1[NH:13][CH:7]=[CH:8][C:9](=[O:11])[CH:10]=1)([CH3:4])([CH3:3])[CH3:2]. (2) Given the reactants [CH2:1]([O:8][C:9]([NH:11][CH2:12][C:13]1[CH:14]=[C:15]([C:19]2([C:25]#[N:26])[CH2:24][CH2:23][NH:22][CH2:21][CH2:20]2)[CH:16]=[CH:17][CH:18]=1)=[O:10])[C:2]1[CH:7]=[CH:6][CH:5]=[CH:4][CH:3]=1.C(N1CCOCC1)C.CN(C(ON1N=NC2C=CC=CC1=2)=[N+](C)C)C.[B-](F)(F)(F)F.[CH2:57]([C:65]1[CH:66]=[C:67]([C:71](O)=[O:72])[CH:68]=[N:69][CH:70]=1)[CH2:58][C:59]1[CH:64]=[CH:63][CH:62]=[CH:61][CH:60]=1, predict the reaction product. The product is: [CH2:1]([O:8][C:9]([NH:11][CH2:12][C:13]1[CH:14]=[C:15]([C:19]2([C:25]#[N:26])[CH2:24][CH2:23][N:22]([C:71]([C:67]3[CH:68]=[N:69][CH:70]=[C:65]([CH2:57][CH2:58][C:59]4[CH:64]=[CH:63][CH:62]=[CH:61][CH:60]=4)[CH:66]=3)=[O:72])[CH2:21][CH2:20]2)[CH:16]=[CH:17][CH:18]=1)=[O:10])[C:2]1[CH:7]=[CH:6][CH:5]=[CH:4][CH:3]=1.